This data is from Forward reaction prediction with 1.9M reactions from USPTO patents (1976-2016). The task is: Predict the product of the given reaction. (1) Given the reactants CC1(C)[O:6][C@H:5]([CH2:7][N:8]2[CH:12]=[CH:11][C:10]([NH:13][C:14](=[O:36])[C@@H:15]([N:20]3[CH2:24][C:23]([O:25][C:26]4[CH:31]=[CH:30][CH:29]=[CH:28][C:27]=4[O:32][CH2:33][CH3:34])=[CH:22][C:21]3=[O:35])[CH2:16][CH:17]([CH3:19])[CH3:18])=[N:9]2)[CH2:4][O:3]1.Cl, predict the reaction product. The product is: [OH:6][C@@H:5]([CH2:4][OH:3])[CH2:7][N:8]1[CH:12]=[CH:11][C:10]([NH:13][C:14](=[O:36])[C@@H:15]([N:20]2[CH2:24][C:23]([O:25][C:26]3[CH:31]=[CH:30][CH:29]=[CH:28][C:27]=3[O:32][CH2:33][CH3:34])=[CH:22][C:21]2=[O:35])[CH2:16][CH:17]([CH3:18])[CH3:19])=[N:9]1. (2) Given the reactants [F:1][C:2]1[CH:7]=[CH:6][C:5]([C:8]2([C:11]([OH:13])=O)[CH2:10][CH2:9]2)=[CH:4][CH:3]=1.[CH2:14]([NH:16][C@H:17]1[CH2:36][N:21]2[C:22]3[C:27]([C:28]([CH2:29][C:30]([O:32]CCC)=[O:31])=[C:20]2[CH2:19][CH2:18]1)=[CH:26][CH:25]=[CH:24][CH:23]=3)[CH3:15], predict the reaction product. The product is: [CH2:14]([N:16]([C:11]([C:8]1([C:5]2[CH:4]=[CH:3][C:2]([F:1])=[CH:7][CH:6]=2)[CH2:9][CH2:10]1)=[O:13])[C@H:17]1[CH2:36][N:21]2[C:22]3[C:27]([C:28]([CH2:29][C:30]([OH:32])=[O:31])=[C:20]2[CH2:19][CH2:18]1)=[CH:26][CH:25]=[CH:24][CH:23]=3)[CH3:15]. (3) Given the reactants [C:1]([CH2:3][C:4]1[CH:5]=[C:6](B(O)O)[CH:7]=[CH:8][CH:9]=1)#[N:2].I[C:14]1[C:22]2[C:17](=[N:18][CH:19]=[N:20][C:21]=2[NH2:23])[N:16]([CH:24]([CH3:26])[CH3:25])[N:15]=1.C([O-])([O-])=O.[Na+].[Na+], predict the reaction product. The product is: [NH2:23][C:21]1[N:20]=[CH:19][N:18]=[C:17]2[N:16]([CH:24]([CH3:26])[CH3:25])[N:15]=[C:14]([C:6]3[CH:5]=[C:4]([CH2:3][C:1]#[N:2])[CH:9]=[CH:8][CH:7]=3)[C:22]=12.